From a dataset of Catalyst prediction with 721,799 reactions and 888 catalyst types from USPTO. Predict which catalyst facilitates the given reaction. (1) Reactant: C1(C[N:8]2[CH2:14][CH2:13][C:12]3([NH:15][C:16](=[O:22])[O:17][C:18]([CH3:21])([CH3:20])[CH3:19])[CH:10]([CH2:11]3)[CH2:9]2)C=CC=CC=1. Product: [CH:10]12[CH2:11][C:12]1([NH:15][C:16](=[O:22])[O:17][C:18]([CH3:20])([CH3:19])[CH3:21])[CH2:13][CH2:14][NH:8][CH2:9]2. The catalyst class is: 50. (2) Reactant: [O:1]1[C:6]2[CH:7]=[CH:8][CH:9]=[CH:10][C:5]=2[NH:4][C:3](=[O:11])[CH2:2]1.Br[CH2:13][C@H:14]([CH3:24])[CH2:15][O:16][Si:17]([C:20]([CH3:23])([CH3:22])[CH3:21])([CH3:19])[CH3:18].C([O-])([O-])=O.[Cs+].[Cs+]. Product: [C:20]([Si:17]([CH3:18])([CH3:19])[O:16][CH2:15][C@@H:14]([CH3:13])[CH2:24][N:4]1[C:5]2[CH:10]=[CH:9][CH:8]=[CH:7][C:6]=2[O:1][CH2:2][C:3]1=[O:11])([CH3:23])([CH3:22])[CH3:21]. The catalyst class is: 3. (3) Reactant: Br[CH2:2]/[CH:3]=[CH:4]/[C:5]([NH:7][C:8]1[CH:9]=[C:10]2[C:15](=[CH:16][C:17]=1[O:18][CH2:19][CH2:20][O:21][CH3:22])[N:14]=[CH:13][N:12]=[C:11]2[NH:23][C:24]1[CH:29]=[CH:28][C:27]([F:30])=[C:26]([Cl:31])[CH:25]=1)=[O:6].C(N(C(C)C)CC)(C)C.[O:41]1[C@H:46]2[CH2:47][NH:48][CH2:49][C@H:45]2[O:44][CH2:43][CH2:42]1.O. Product: [Cl:31][C:26]1[CH:25]=[C:24]([NH:23][C:11]2[C:10]3[C:15](=[CH:16][C:17]([O:18][CH2:19][CH2:20][O:21][CH3:22])=[C:8]([NH:7][C:5](=[O:6])/[CH:4]=[CH:3]/[CH2:2][N:48]4[CH2:47][C@H:46]5[O:41][CH2:42][CH2:43][O:44][C@H:45]5[CH2:49]4)[CH:9]=3)[N:14]=[CH:13][N:12]=2)[CH:29]=[CH:28][C:27]=1[F:30]. The catalyst class is: 44. (4) Reactant: [OH-].[Na+].[F:3][CH:4]([F:10])[CH2:5][O:6][CH2:7][CH2:8][OH:9].[S:11](Cl)([C:14]1[CH:20]=[CH:19][C:17]([CH3:18])=[CH:16][CH:15]=1)(=[O:13])=[O:12]. Product: [CH3:18][C:17]1[CH:19]=[CH:20][C:14]([S:11]([O:9][CH2:8][CH2:7][O:6][CH2:5][CH:4]([F:10])[F:3])(=[O:13])=[O:12])=[CH:15][CH:16]=1. The catalyst class is: 20. (5) Reactant: [C:1]([O:5][C:6]([N:8]1[CH2:12][CH2:11][CH2:10][C@H:9]1[CH2:13][NH2:14])=[O:7])([CH3:4])([CH3:3])[CH3:2].Cl[C:16]1[CH:23]=[CH:22][C:19]([C:20]#[N:21])=[CH:18][N:17]=1.C(=O)([O-])[O-].[K+].[K+].C(N(C(C)C)CC)(C)C. Product: [C:1]([O:5][C:6]([N:8]1[CH2:12][CH2:11][CH2:10][C@H:9]1[CH2:13][NH:14][C:16]1[CH:23]=[CH:22][C:19]([C:20]#[N:21])=[CH:18][N:17]=1)=[O:7])([CH3:4])([CH3:3])[CH3:2]. The catalyst class is: 113. (6) Reactant: [CH3:1][N:2]([CH3:7])[CH:3]=[CH:4][CH:5]=O.C(OC(=O)C)(=O)C.[F:15][C:16]([F:23])([F:22])[C:17](=[O:21])[CH2:18][C:19]#[N:20]. Product: [CH3:1][N:2]([CH3:7])[CH:3]=[CH:4][CH:5]=[C:18]([C:17](=[O:21])[C:16]([F:23])([F:22])[F:15])[C:19]#[N:20]. The catalyst class is: 2. (7) Reactant: [CH3:1][C:2]1[CH:7]=[CH:6][C:5]([S:8]([N:11]2[C@H:17]([CH2:18][N:19]3C(=O)C4C(=CC=CC=4)C3=O)[CH2:16][C@@H:15]3[C@@H:13]([CH2:14]3)[CH2:12]2)(=[O:10])=[O:9])=[CH:4][CH:3]=1.O.NN. Product: [CH3:1][C:2]1[CH:3]=[CH:4][C:5]([S:8]([N:11]2[C@H:17]([CH2:18][NH2:19])[CH2:16][C@@H:15]3[C@@H:13]([CH2:14]3)[CH2:12]2)(=[O:10])=[O:9])=[CH:6][CH:7]=1. The catalyst class is: 14. (8) Reactant: C[O:2][C:3](=O)[CH2:4][C:5]([NH:7][C:8]1[CH:13]=[CH:12][C:11]([CH:14]=[CH:15][C:16]2[CH:21]=[CH:20][CH:19]=[C:18]([F:22])[CH:17]=2)=[CH:10][CH:9]=1)=[O:6].[NH3:24]. Product: [F:22][C:18]1[CH:17]=[C:16]([CH:15]=[CH:14][C:11]2[CH:12]=[CH:13][C:8]([NH:7][C:5](=[O:6])[CH2:4][C:3]([NH2:24])=[O:2])=[CH:9][CH:10]=2)[CH:21]=[CH:20][CH:19]=1. The catalyst class is: 5. (9) Reactant: [NH2:1][C@@H:2]1[C:8](=[O:9])[N:7]([CH2:10][CH:11]2[CH2:13][CH2:12]2)[C:6]2[CH:14]=[CH:15][CH:16]=[CH:17][C:5]=2[O:4][C@@H:3]1[C:18]1[CH:23]=[CH:22][CH:21]=[CH:20][CH:19]=1.[F:24][C:25]1[CH:26]=[C:27]([CH2:32][C:33]([NH:35][C@H:36]([C:38](O)=[O:39])[CH3:37])=[O:34])[CH:28]=[C:29]([F:31])[CH:30]=1.C1C=CC2N(O)N=NC=2C=1.CN1CCOCC1.CCN=C=NCCCN(C)C.Cl. Product: [CH:11]1([CH2:10][N:7]2[C:6]3[CH:14]=[CH:15][CH:16]=[CH:17][C:5]=3[O:4][C@H:3]([C:18]3[CH:23]=[CH:22][CH:21]=[CH:20][CH:19]=3)[C@H:2]([NH:1][C:38](=[O:39])[C@H:36]([CH3:37])[NH:35][C:33](=[O:34])[CH2:32][C:27]3[CH:28]=[C:29]([F:31])[CH:30]=[C:25]([F:24])[CH:26]=3)[C:8]2=[O:9])[CH2:13][CH2:12]1. The catalyst class is: 2. (10) Reactant: [Br:1]N1C(=O)CCC1=O.[F:9][C:10]1[CH:25]=[C:24]([N+:26]([O-:28])=[O:27])[CH:23]=[CH:22][C:11]=1[O:12][C:13]1[C:14]2[N:15]([CH:19]=[CH:20][CH:21]=2)[N:16]=[CH:17][CH:18]=1. Product: [Br:1][C:21]1[CH:20]=[CH:19][N:15]2[C:14]=1[C:13]([O:12][C:11]1[CH:22]=[CH:23][C:24]([N+:26]([O-:28])=[O:27])=[CH:25][C:10]=1[F:9])=[CH:18][CH:17]=[N:16]2. The catalyst class is: 22.